This data is from Forward reaction prediction with 1.9M reactions from USPTO patents (1976-2016). The task is: Predict the product of the given reaction. (1) Given the reactants [F:1][C:2]1[C:3]2[N:4]([CH:12]=[CH:13][N:14]=2)[CH:5]=[CH:6][C:7]=1[C:8]([F:11])([F:10])[F:9].Br[C:16]1[CH:17]=[CH:18][C:19]([F:31])=[C:20]([C:22]2[C:23]([C:29]#[N:30])=[CH:24][C:25]([F:28])=[CH:26][CH:27]=2)[CH:21]=1, predict the reaction product. The product is: [F:28][C:25]1[CH:24]=[C:23]([C:29]#[N:30])[C:22]([C:20]2[CH:21]=[C:16]([C:12]3[N:4]4[CH:5]=[CH:6][C:7]([C:8]([F:9])([F:10])[F:11])=[C:2]([F:1])[C:3]4=[N:14][CH:13]=3)[CH:17]=[CH:18][C:19]=2[F:31])=[CH:27][CH:26]=1. (2) Given the reactants [Br:1][C:2]1[CH:3]=[CH:4][C:5]([NH:8][C:9](=[O:12])[CH2:10]Cl)=[N:6][CH:7]=1.[CH2:13]1[NH:18][CH2:17][CH2:16][N:15]2[C:19](=[O:22])[CH2:20][CH2:21][CH:14]12.C(=O)([O-])[O-].[K+].[K+], predict the reaction product. The product is: [Br:1][C:2]1[CH:3]=[CH:4][C:5]([NH:8][C:9](=[O:12])[CH2:10][N:18]2[CH2:17][CH2:16][N:15]3[C:19](=[O:22])[CH2:20][CH2:21][CH:14]3[CH2:13]2)=[N:6][CH:7]=1. (3) Given the reactants [Cl:1][C:2]1[CH:3]=[C:4]([CH:25]=[CH:26][C:27]=1[Cl:28])[CH2:5][N:6]1[CH2:11][CH2:10][O:9][C@@H:8]([CH2:12][NH:13][C:14](=[O:24])[CH2:15][S:16][C:17]2[S:18][CH:19]=[C:20]([CH2:22][OH:23])[N:21]=2)[CH2:7]1.S([O-])([O-])(=O)=O.[Mg+2], predict the reaction product. The product is: [Cl:1][C:2]1[CH:3]=[C:4]([CH:25]=[CH:26][C:27]=1[Cl:28])[CH2:5][N:6]1[CH2:11][CH2:10][O:9][C@@H:8]([CH2:12][NH:13][C:14](=[O:24])[CH2:15][S:16][C:17]2[S:18][CH:19]=[C:20]([CH:22]=[O:23])[N:21]=2)[CH2:7]1. (4) Given the reactants C([O:8][C:9]1[CH:14]=[C:13]([C:15]([NH:17][CH2:18][CH3:19])=[O:16])[CH:12]=[CH:11][C:10]=1[N:20]1[C:24]([CH2:25][O:26]CC2C=CC=CC=2)=[C:23]([C:34]([NH:36][CH:37]2[CH2:39][CH2:38]2)=[O:35])[N:22]=[N:21]1)C1C=CC=CC=1, predict the reaction product. The product is: [CH:37]1([NH:36][C:34]([C:23]2[N:22]=[N:21][N:20]([C:10]3[CH:11]=[CH:12][C:13]([C:15]([NH:17][CH2:18][CH3:19])=[O:16])=[CH:14][C:9]=3[OH:8])[C:24]=2[CH2:25][OH:26])=[O:35])[CH2:39][CH2:38]1. (5) Given the reactants C([O:4][CH2:5][C:6]([C@@H:8]1[C@:24]2([CH3:25])[CH:11]([CH:12]3[CH:21]([CH2:22][CH2:23]2)[C@:20]2([CH3:26])[C:15]([CH2:16][C@@H:17]([O:27][Si:28]([C:41]([CH3:44])([CH3:43])[CH3:42])([C:35]4[CH:40]=[CH:39][CH:38]=[CH:37][CH:36]=4)[C:29]4[CH:34]=[CH:33][CH:32]=[CH:31][CH:30]=4)[CH2:18][CH2:19]2)=[CH:14][CH2:13]3)[CH2:10][CH2:9]1)=[O:7])(=O)C.C([O-])([O-])=O.[K+].[K+].CCOC(C)=O, predict the reaction product. The product is: [Si:28]([O:27][C@@H:17]1[CH2:16][C:15]2[C@@:20]([CH3:26])([CH:21]3[CH:12]([CH2:13][CH:14]=2)[CH:11]2[C@@:24]([CH3:25])([C@@H:8]([C:6](=[O:7])[CH2:5][OH:4])[CH2:9][CH2:10]2)[CH2:23][CH2:22]3)[CH2:19][CH2:18]1)([C:41]([CH3:44])([CH3:43])[CH3:42])([C:35]1[CH:36]=[CH:37][CH:38]=[CH:39][CH:40]=1)[C:29]1[CH:30]=[CH:31][CH:32]=[CH:33][CH:34]=1. (6) Given the reactants [CH3:1][C:2]1[CH:8]=[C:7]([CH:9]2[CH2:18][CH2:17][C:12]3([O:16]CCO3)[CH2:11][CH2:10]2)[C:6]([CH3:19])=[CH:5][C:3]=1[NH2:4].Cl[C:21]1[N:26]=[C:25]([NH:27][C:28]2[CH:32]=[C:31]([CH3:33])[NH:30][N:29]=2)[C:24]([C:34]([F:37])([F:36])[F:35])=[CH:23][N:22]=1.Cl.CO, predict the reaction product. The product is: [CH3:19][C:6]1[CH:5]=[C:3]([NH:4][C:21]2[N:26]=[C:25]([NH:27][C:28]3[CH:32]=[C:31]([CH3:33])[NH:30][N:29]=3)[C:24]([C:34]([F:35])([F:37])[F:36])=[CH:23][N:22]=2)[C:2]([CH3:1])=[CH:8][C:7]=1[CH:9]1[CH2:10][CH2:11][C:12](=[O:16])[CH2:17][CH2:18]1. (7) Given the reactants [N:1]([CH:4]1[CH2:16][N:7]2[C:8]3[CH:9]=[CH:10][C:11]([Br:15])=[CH:12][C:13]=3[CH:14]=[C:6]2[CH2:5]1)=[N+]=[N-].C1(P(C2C=CC=CC=2)C2C=CC=CC=2)C=CC=CC=1.O.C([O-])(O)=O.[Na+].[C:42](O[C:42]([O:44][C:45]([CH3:48])([CH3:47])[CH3:46])=[O:43])([O:44][C:45]([CH3:48])([CH3:47])[CH3:46])=[O:43], predict the reaction product. The product is: [Br:15][C:11]1[CH:10]=[CH:9][C:8]2[N:7]3[CH2:16][CH:4]([NH:1][C:42](=[O:43])[O:44][C:45]([CH3:48])([CH3:47])[CH3:46])[CH2:5][C:6]3=[CH:14][C:13]=2[CH:12]=1. (8) Given the reactants [F:1][C:2]([F:35])([F:34])[C:3]1[CH:4]=[C:5]([CH:27]=[C:28]([C:30]([F:33])([F:32])[F:31])[CH:29]=1)[CH2:6][N:7]([CH2:14][C:15]1[C:16]([C:25]#N)=[N:17][CH:18]=[C:19]([C:21]([F:24])([F:23])[F:22])[CH:20]=1)[C:8]1[N:9]=[N:10][N:11]([CH3:13])[N:12]=1.[OH2:36].[OH-:37].Cl, predict the reaction product. The product is: [F:1][C:2]([F:35])([F:34])[C:3]1[CH:4]=[C:5]([CH:27]=[C:28]([C:30]([F:33])([F:32])[F:31])[CH:29]=1)[CH2:6][N:7]([CH2:14][C:15]1[C:16]([C:25]([OH:37])=[O:36])=[N:17][CH:18]=[C:19]([C:21]([F:24])([F:23])[F:22])[CH:20]=1)[C:8]1[N:9]=[N:10][N:11]([CH3:13])[N:12]=1. (9) The product is: [F:33][C:2]([F:1])([F:32])[C:3]1[CH:8]=[CH:7][C:6]([CH2:9][CH2:10][C@@H:11]2[N:16]([CH3:36])[CH2:15][CH2:14][N:13]([C:17]3[C:26]4[CH:25]=[C:24]([CH3:27])[S:23][C:22]=4[NH:21][C:20]4[CH:28]=[CH:29][CH:30]=[CH:31][C:19]=4[N:18]=3)[CH2:12]2)=[CH:5][CH:4]=1. Given the reactants [F:1][C:2]([F:33])([F:32])[C:3]1[CH:8]=[CH:7][C:6]([CH2:9][CH2:10][C@@H:11]2[NH:16][CH2:15][CH2:14][N:13]([C:17]3[C:26]4[CH:25]=[C:24]([CH3:27])[S:23][C:22]=4[NH:21][C:20]4[CH:28]=[CH:29][CH:30]=[CH:31][C:19]=4[N:18]=3)[CH2:12]2)=[CH:5][CH:4]=1.C=O.[C:36](O[BH-](OC(=O)C)OC(=O)C)(=O)C.[Na+], predict the reaction product. (10) Given the reactants [F:1][C:2]1[C:9]([O:10][CH2:11][CH2:12][F:13])=[CH:8][CH:7]=[C:6]([F:14])[C:3]=1[CH:4]=O.[N+:15]([C:17]1[CH:26]=[CH:25][C:20]2[O:21][CH2:22][CH2:23][O:24][C:19]=2[CH:18]=1)#[C-:16].[CH3:27][O:28][C:29]1[N:34]=[C:33]([NH2:35])[CH:32]=[CH:31][CH:30]=1.[Br-].C([N+]1C=CN(C)C=1)CCC, predict the reaction product. The product is: [F:1][C:2]1[C:9]([O:10][CH2:11][CH2:12][F:13])=[CH:8][CH:7]=[C:6]([F:14])[C:3]=1[C:4]1[N:35]=[C:33]2[CH:32]=[CH:31][CH:30]=[C:29]([O:28][CH3:27])[N:34]2[C:16]=1[NH:15][C:17]1[CH:26]=[CH:25][C:20]2[O:21][CH2:22][CH2:23][O:24][C:19]=2[CH:18]=1.